From a dataset of Reaction yield outcomes from USPTO patents with 853,638 reactions. Predict the reaction yield, written as a fraction of the theoretical maximum amount of product (1.0 means a 100% yield; for example, 0.34 means a 34% yield). The reactants are C[O:2][C:3]([C:5]1([NH:10][C:11]([CH:13]2[CH2:17][CH:16]([O:18][C:19]3[C:28]4[C:23](=[C:24]([Cl:38])[C:25]([O:29][CH2:30][CH2:31][N:32]5[CH2:37][CH2:36][O:35][CH2:34][CH2:33]5)=[CH:26][CH:27]=4)[N:22]=[C:21]([C:39]4[N:40]=[C:41]([NH:44][CH:45]([CH3:47])[CH3:46])[S:42][CH:43]=4)[CH:20]=3)[CH2:15][N:14]2[C:48](=[O:64])[CH:49]([NH:54][C:55]([O:57][CH:58]2[CH2:63][CH:62]3[CH:60]([CH2:61]3)[CH2:59]2)=[O:56])[C:50]([CH3:53])([CH3:52])[CH3:51])=[O:12])[CH2:7][CH:6]1[CH2:8][CH3:9])=[O:4].[Li+].[OH-].CO.Cl. The catalyst is O. The product is [CH:60]12[CH2:61][CH:62]1[CH2:63][CH:58]([O:57][C:55]([NH:54][CH:49]([C:50]([CH3:53])([CH3:52])[CH3:51])[C:48]([N:14]1[CH2:15][CH:16]([O:18][C:19]3[C:28]4[C:23](=[C:24]([Cl:38])[C:25]([O:29][CH2:30][CH2:31][N:32]5[CH2:37][CH2:36][O:35][CH2:34][CH2:33]5)=[CH:26][CH:27]=4)[N:22]=[C:21]([C:39]4[N:40]=[C:41]([NH:44][CH:45]([CH3:46])[CH3:47])[S:42][CH:43]=4)[CH:20]=3)[CH2:17][CH:13]1[C:11]([NH:10][C:5]1([C:3]([OH:4])=[O:2])[CH2:7][CH:6]1[CH2:8][CH3:9])=[O:12])=[O:64])=[O:56])[CH2:59]2. The yield is 0.930.